Task: Predict the reaction yield, written as a fraction of the theoretical maximum amount of product (1.0 means a 100% yield; for example, 0.34 means a 34% yield).. Dataset: Reaction yield outcomes from USPTO patents with 853,638 reactions (1) The reactants are [BH3-][C:2]#[N:3].[Na+].[CH3:5][O:6][C:7]1[C:8](N)=[CH:9][C:10]2[CH:16]([CH3:17])[CH2:15][N:14]([C:18](=[O:23])[C:19]([F:22])([F:21])[F:20])[CH2:13][CH2:12][C:11]=2[N:24]=1.C=O.[C:28]([O-])([O-])=O.[K+].[K+]. The catalyst is CC#N.CC(O)=O. The product is [CH3:5][O:6][C:7]1[C:8]([N:3]([CH3:2])[CH3:28])=[CH:9][C:10]2[CH:16]([CH3:17])[CH2:15][N:14]([C:18](=[O:23])[C:19]([F:22])([F:21])[F:20])[CH2:13][CH2:12][C:11]=2[N:24]=1. The yield is 0.860. (2) The reactants are [NH2:1][C:2]1[S:3][CH:4]=[N:5][N:6]=1.[CH2:7]([C:19]1[CH:24]=[CH:23][C:22]([S:25](Cl)(=[O:27])=[O:26])=[CH:21][CH:20]=1)[CH2:8][CH2:9][CH2:10][CH2:11][CH2:12][CH2:13][CH2:14][CH2:15][CH2:16][CH2:17][CH3:18].Cl. The catalyst is N1C=CC=CC=1. The product is [CH2:7]([C:19]1[CH:20]=[CH:21][C:22]([S:25]([NH:1][C:2]2[S:3][CH:4]=[N:5][N:6]=2)(=[O:27])=[O:26])=[CH:23][CH:24]=1)[CH2:8][CH2:9][CH2:10][CH2:11][CH2:12][CH2:13][CH2:14][CH2:15][CH2:16][CH2:17][CH3:18]. The yield is 0.510. (3) The reactants are [CH2:1]([O:3][C:4]([C:6]1[CH2:13][C:9]2([CH2:12][CH2:11][CH2:10]2)[O:8][N:7]=1)=[O:5])[CH3:2].CSC.B. The catalyst is O1CCCC1. The product is [CH2:1]([O:3][C:4]([CH:6]1[CH2:13][C:9]2([CH2:10][CH2:11][CH2:12]2)[O:8][NH:7]1)=[O:5])[CH3:2]. The yield is 0.290. (4) The reactants are [CH2:1]([O:3][C:4](=[O:18])[CH2:5][C:6](=O)[CH2:7][S:8][C:9]1[CH:14]=[CH:13][CH:12]=[C:11]([O:15][CH3:16])[CH:10]=1)[CH3:2].CS(O)(=O)=O. The product is [CH2:1]([O:3][C:4](=[O:18])[CH2:5][C:6]1[C:10]2[C:11]([O:15][CH3:16])=[CH:12][CH:13]=[CH:14][C:9]=2[S:8][CH:7]=1)[CH3:2]. The yield is 0.590. No catalyst specified. (5) The reactants are [N+:1]([C:4]1[C:5]([C:9]2[CH:10]=[N:11][CH:12]=[CH:13][CH:14]=2)=[N:6][NH:7][CH:8]=1)([O-])=O. The catalyst is CO. The product is [N:11]1[CH:12]=[CH:13][CH:14]=[C:9]([C:5]2[C:4]([NH2:1])=[CH:8][NH:7][N:6]=2)[CH:10]=1. The yield is 0.950. (6) The reactants are [C:1]([O:5][C:6](=[O:21])[C:7]1[CH:12]=[CH:11][C:10]([N:13]2[CH2:18][CH2:17][N:16]([CH3:19])[CH2:15][CH2:14]2)=[CH:9][C:8]=1[NH2:20])([CH3:4])([CH3:3])[CH3:2].[O:22]1[CH2:27][CH2:26][C:25](=O)[CH2:24][CH2:23]1.FC(F)(F)C(O)=O.C(O[BH-](OC(=O)C)OC(=O)C)(=O)C.C[N+](C)(C)C. The catalyst is ClCCl. The product is [C:1]([O:5][C:6](=[O:21])[C:7]1[CH:12]=[CH:11][C:10]([N:13]2[CH2:18][CH2:17][N:16]([CH3:19])[CH2:15][CH2:14]2)=[CH:9][C:8]=1[NH:20][CH:25]1[CH2:26][CH2:27][O:22][CH2:23][CH2:24]1)([CH3:4])([CH3:2])[CH3:3]. The yield is 0.900.